This data is from Catalyst prediction with 721,799 reactions and 888 catalyst types from USPTO. The task is: Predict which catalyst facilitates the given reaction. (1) Reactant: [OH:1][CH2:2][C:3]([CH3:26])([C:20]1[CH:25]=[CH:24][CH:23]=[CH:22][CH:21]=1)[CH2:4][CH2:5][CH2:6][CH2:7][CH2:8][N:9]1C(=O)C2C(=CC=CC=2)C1=O.NN.O.Cl. Product: [NH2:9][CH2:8][CH2:7][CH2:6][CH2:5][CH2:4][C:3]([CH3:26])([C:20]1[CH:21]=[CH:22][CH:23]=[CH:24][CH:25]=1)[CH2:2][OH:1]. The catalyst class is: 14. (2) Reactant: [CH3:1][O:2][C:3]([C:5]1([C:8]2[CH:13]=[CH:12][C:11]([O:14][CH2:15][CH2:16][C:17]([OH:19])=O)=[CH:10][CH:9]=2)[CH2:7][CH2:6]1)=[O:4].C(Cl)(=O)C(Cl)=O. Product: [O:19]=[C:17]1[C:10]2[C:11](=[CH:12][CH:13]=[C:8]([C:5]3([C:3]([OH:2])=[O:4])[CH2:6][CH2:7]3)[CH:9]=2)[O:14][CH2:15][CH2:16]1.[O:19]=[C:17]1[C:10]2[C:11](=[CH:12][CH:13]=[C:8]([C:5]3([C:3]([O:2][CH3:1])=[O:4])[CH2:6][CH2:7]3)[CH:9]=2)[O:14][CH2:15][CH2:16]1. The catalyst class is: 59. (3) Reactant: [CH2:1]([N:8]1[CH2:13][CH2:12][NH:11][CH2:10][CH2:9]1)[C:2]1[CH:7]=[CH:6][CH:5]=[CH:4][CH:3]=1.Cl[C:15]1[CH:20]=[CH:19][C:18]([N+:21]([O-:23])=[O:22])=[CH:17][C:16]=1OC.[C:26]([O-])([O-])=[O:27].[K+].[K+].Cl. Product: [CH2:1]([N:8]1[CH2:13][CH2:12][N:11]([C:15]2[CH:16]=[CH:17][C:18]([N+:21]([O-:23])=[O:22])=[C:19]([O:27][CH3:26])[CH:20]=2)[CH2:10][CH2:9]1)[C:2]1[CH:3]=[CH:4][CH:5]=[CH:6][CH:7]=1. The catalyst class is: 18. (4) Reactant: C(Cl)(=O)C.[CH3:5][C:6]1([CH3:34])[C:10]([CH3:12])([CH3:11])[O:9][B:8]([C:13]2[CH:18]=[CH:17][C:16]([O:19][CH2:20][CH2:21][CH2:22][O:23]C3CCCCO3)=[C:15]([C:30]([F:33])([F:32])[F:31])[CH:14]=2)[O:7]1. Product: [CH3:11][C:10]1([CH3:12])[C:6]([CH3:5])([CH3:34])[O:7][B:8]([C:13]2[CH:18]=[CH:17][C:16]([O:19][CH2:20][CH2:21][CH2:22][OH:23])=[C:15]([C:30]([F:32])([F:33])[F:31])[CH:14]=2)[O:9]1. The catalyst class is: 5. (5) Reactant: [C:1]([O:5][C:6]([NH:8][C@H:9]1[CH2:13][CH2:12][C@H:11]([C:14]([OH:16])=[O:15])[CH2:10]1)=[O:7])([CH3:4])([CH3:3])[CH3:2].C1C=CC2N(O)N=NC=2C=1.C(Cl)CCl.O[N:32]=[C:33]([C:35]1[CH:40]=[CH:39][CH:38]=[CH:37][CH:36]=1)[NH2:34]. Product: [NH2:34]/[C:33](=[N:32]\[O:15][C:14]([C@H:11]1[CH2:12][CH2:13][C@H:9]([NH:8][C:6](=[O:7])[O:5][C:1]([CH3:4])([CH3:2])[CH3:3])[CH2:10]1)=[O:16])/[C:35]1[CH:40]=[CH:39][CH:38]=[CH:37][CH:36]=1. The catalyst class is: 34.